Dataset: Catalyst prediction with 721,799 reactions and 888 catalyst types from USPTO. Task: Predict which catalyst facilitates the given reaction. (1) Reactant: [CH2:1]([O:3][C:4](=[O:13])[CH2:5][C:6]1[CH:11]=[CH:10][CH:9]=[C:8]([NH2:12])[CH:7]=1)[CH3:2].[CH3:14][C:15]([O:18][C:19](O[C:19]([O:18][C:15]([CH3:17])([CH3:16])[CH3:14])=[O:20])=[O:20])([CH3:17])[CH3:16]. The catalyst class is: 1. Product: [CH2:1]([O:3][C:4](=[O:13])[CH2:5][C:6]1[CH:11]=[CH:10][CH:9]=[C:8]([NH:12][C:19]([O:18][C:15]([CH3:17])([CH3:16])[CH3:14])=[O:20])[CH:7]=1)[CH3:2]. (2) Reactant: [CH3:1][N:2]1[CH:6]=[CH:5][N:4]=[N:3]1.[Li]CCCC.[Cl:12][C:13]1[C:22]2[C:17](=[CH:18][CH:19]=[C:20]([C:23]([C:25]3[C:26]([CH3:32])=[N:27][C:28]([CH3:31])=[CH:29][CH:30]=3)=[O:24])[CH:21]=2)[N:16]=[C:15]([O:33][CH3:34])[C:14]=1[CH2:35][CH:36]([CH3:38])[CH3:37]. Product: [Cl:12][C:13]1[C:22]2[C:17](=[CH:18][CH:19]=[C:20]([C:23]([C:25]3[C:26]([CH3:32])=[N:27][C:28]([CH3:31])=[CH:29][CH:30]=3)([C:6]3[N:2]([CH3:1])[N:3]=[N:4][CH:5]=3)[OH:24])[CH:21]=2)[N:16]=[C:15]([O:33][CH3:34])[C:14]=1[CH2:35][CH:36]([CH3:38])[CH3:37]. The catalyst class is: 1.